This data is from Full USPTO retrosynthesis dataset with 1.9M reactions from patents (1976-2016). The task is: Predict the reactants needed to synthesize the given product. (1) The reactants are: [Br:1][C:2]1[C:7]([F:8])=[CH:6][CH:5]=[CH:4][C:3]=1[NH:9][C:10](=O)[CH:11]=[CH:12]C1C=CC=CC=1.[Cl-:20].[Cl-].[Cl-].[Al+3].BrC1C(F)=CC=C2C=1NC(=O)C=C2. Given the product [Br:1][C:2]1[C:7]([F:8])=[CH:6][CH:5]=[C:4]2[C:3]=1[N:9]=[C:10]([Cl:20])[CH:11]=[CH:12]2, predict the reactants needed to synthesize it. (2) Given the product [S:20]1[CH:21]=[CH:22][CH:23]=[C:19]1[C:17]([C:16]1[CH:15]=[N:14][N:13]2[C:8]([C:4]3[CH:3]=[C:2]([NH:1][C:30]([CH:24]4[CH2:29][CH2:28][CH2:27][CH2:26][CH2:25]4)=[O:31])[CH:7]=[CH:6][CH:5]=3)=[CH:9][CH:10]=[N:11][C:12]=12)=[O:18], predict the reactants needed to synthesize it. The reactants are: [NH2:1][C:2]1[CH:3]=[C:4]([C:8]2[N:13]3[N:14]=[CH:15][C:16]([C:17]([C:19]4[S:20][CH:21]=[CH:22][CH:23]=4)=[O:18])=[C:12]3[N:11]=[CH:10][CH:9]=2)[CH:5]=[CH:6][CH:7]=1.[CH:24]1([C:30](Cl)=[O:31])[CH2:29][CH2:28][CH2:27][CH2:26][CH2:25]1. (3) Given the product [CH3:1][O:2][C:3](=[O:26])[CH2:4][C@H:5]1[C:9]2[CH:10]=[CH:11][C:12]([O:14][C@H:15]3[C:23]4[C:18](=[C:19]([O:25][C:33]5[C:32]([CH3:40])=[C:31]6[C:36](=[CH:35][CH:34]=5)[N:28]([CH3:27])[N:29]=[CH:30]6)[CH:20]=[CH:21][C:22]=4[F:24])[CH2:17][CH2:16]3)=[CH:13][C:8]=2[O:7][CH2:6]1, predict the reactants needed to synthesize it. The reactants are: [CH3:1][O:2][C:3](=[O:26])[CH2:4][C@H:5]1[C:9]2[CH:10]=[CH:11][C:12]([O:14][C@H:15]3[C:23]4[C:18](=[C:19]([OH:25])[CH:20]=[CH:21][C:22]=4[F:24])[CH2:17][CH2:16]3)=[CH:13][C:8]=2[O:7][CH2:6]1.[CH3:27][N:28]1[C:36]2[C:31](=[C:32]([CH3:40])[C:33](B(O)O)=[CH:34][CH:35]=2)[CH:30]=[N:29]1. (4) Given the product [O:17]=[C:12]1[CH2:11][CH:10]2[CH2:16][CH:14]([CH2:15][N:8]([C:4]([O:3][CH2:2][CH3:1])=[O:5])[CH2:9]2)[CH2:13]1, predict the reactants needed to synthesize it. The reactants are: [CH2:1]1O[C:4]([N:8]2[CH2:15][CH:14]3[CH2:16][CH:10]([CH2:11][C:12](=[O:17])[CH2:13]3)[CH2:9]2)([O:5]CC)[O:3][CH2:2]1. (5) The reactants are: [C:1]1(B(O)O)[CH:6]=[CH:5][CH:4]=[CH:3][CH:2]=1.Br[C:11]1[CH:16]=[CH:15][C:14]2[NH:17][C:18]3[C:19](=[CH:20][CH:21]=[C:22]4[C:30]=3[NH:29][C:28]3[C:23]4=[CH:24][C:25](Br)=[CH:26][CH:27]=3)[C:13]=2[CH:12]=1.P([O-])([O-])([O-])=O.[K+].[K+].[K+].[C:40]1([CH3:61])[CH:45]=[CH:44][CH:43]=[CH:42][C:41]=1P([C:41]1[CH:42]=[CH:43][CH:44]=[CH:45][C:40]=1[CH3:61])[C:41]1[CH:42]=[CH:43][CH:44]=[CH:45][C:40]=1[CH3:61]. Given the product [CH:40](=[C:41](/[C:25]1[CH:24]=[C:23]2[C:28]([NH:29][C:30]3[C:22]2=[CH:21][CH:20]=[C:19]2[C:18]=3[NH:17][C:14]3[C:13]2=[CH:12][C:11]([C:1]2[CH:6]=[CH:5][CH:4]=[CH:3][CH:2]=2)=[CH:16][CH:15]=3)=[CH:27][CH:26]=1)\[CH:42]=[CH:43]/[CH:44]=[CH2:45])\[CH3:61], predict the reactants needed to synthesize it. (6) Given the product [CH3:35][N:34]([CH3:36])[C@H:31]1[CH2:32][CH2:33][N:29]([C:5]2[NH:4][C:3](=[O:2])[C:8]([C:9]3[CH:14]=[CH:13][C:12]([O:15][C:16]4[CH:21]=[CH:20][N:19]=[C:18]([C:22]5[CH:23]=[N:24][N:25]([CH3:27])[CH:26]=5)[CH:17]=4)=[C:11]([CH3:28])[N:10]=3)=[CH:7][N:6]=2)[CH2:30]1, predict the reactants needed to synthesize it. The reactants are: C[O:2][C:3]1[C:8]([C:9]2[CH:14]=[CH:13][C:12]([O:15][C:16]3[CH:21]=[CH:20][N:19]=[C:18]([C:22]4[CH:23]=[N:24][N:25]([CH3:27])[CH:26]=4)[CH:17]=3)=[C:11]([CH3:28])[N:10]=2)=[CH:7][N:6]=[C:5]([N:29]2[CH2:33][CH2:32][C@H:31]([N:34]([CH3:36])[CH3:35])[CH2:30]2)[N:4]=1.Br.CC#N. (7) Given the product [CH2:1]([C:3]1[CH:8]=[CH:7][N:6]=[C:5]([NH:9][C:10]2[S:11][C:18]3[CH:17]=[C:16]([C:19]4[O:23][CH:22]=[N:21][CH:20]=4)[CH:15]=[CH:14][C:13]=3[N:12]=2)[CH:4]=1)[CH3:2], predict the reactants needed to synthesize it. The reactants are: [CH2:1]([C:3]1[CH:8]=[CH:7][N:6]=[C:5]([NH:9][C:10]([NH:12][C:13]2[CH:18]=[CH:17][C:16]([C:19]3[O:23][CH:22]=[N:21][CH:20]=3)=[CH:15][CH:14]=2)=[S:11])[CH:4]=1)[CH3:2].[Br-].[Br-].[Br-].C([N+](C)(C)C)C1C=CC=CC=1.C([N+](C)(C)C)C1C=CC=CC=1.C([N+](C)(C)C)C1C=CC=CC=1.[OH-].[K+].